Dataset: Full USPTO retrosynthesis dataset with 1.9M reactions from patents (1976-2016). Task: Predict the reactants needed to synthesize the given product. (1) Given the product [C@H:12]1([C:8]2[CH:7]=[C:6]([CH:2]=[O:1])[S:10][C:9]=2[CH3:11])[C:21]2[C:16](=[CH:17][CH:18]=[CH:19][CH:20]=2)[CH2:15][CH2:14][O:13]1, predict the reactants needed to synthesize it. The reactants are: [O:1]1CCO[CH:2]1[C:6]1[S:10][C:9]([CH3:11])=[C:8]([C@H:12]2[C:21]3[C:16](=[CH:17][CH:18]=[CH:19][CH:20]=3)[CH2:15][CH2:14][O:13]2)[CH:7]=1.Cl. (2) The reactants are: [CH3:1][N:2]1[CH2:6][CH2:5][CH2:4][C@H:3]1[C:7]1[CH:8]=[CH:9][C:10]([NH2:13])=[N:11][CH:12]=1.Br[C:15]1[C:16](=[O:23])[N:17]([CH3:22])[N:18]=[C:19]([Cl:21])[CH:20]=1.C(=O)([O-])[O-].[Cs+].[Cs+].C1(P(C2C=CC=CC=2)C2C3OC4C(=CC=CC=4P(C4C=CC=CC=4)C4C=CC=CC=4)C(C)(C)C=3C=CC=2)C=CC=CC=1. Given the product [Cl:21][C:19]1[CH:20]=[C:15]([NH:13][C:10]2[CH:9]=[CH:8][C:7]([C@@H:3]3[CH2:4][CH2:5][CH2:6][N:2]3[CH3:1])=[CH:12][N:11]=2)[C:16](=[O:23])[N:17]([CH3:22])[N:18]=1, predict the reactants needed to synthesize it.